Dataset: Catalyst prediction with 721,799 reactions and 888 catalyst types from USPTO. Task: Predict which catalyst facilitates the given reaction. Reactant: [Cl:1][C:2]1[N:7]=[C:6](/[CH:8]=[C:9](/[C:11]2[CH:12]=[C:13]([NH:17][S:18]([C:21]3[C:26]([F:27])=[CH:25][CH:24]=[CH:23][C:22]=3[F:28])(=[O:20])=[O:19])[CH:14]=[CH:15][CH:16]=2)\O)[CH:5]=[CH:4][N:3]=1.C1C(=O)N(Br)C(=O)C1.[NH2:37][C:38]([NH2:40])=[S:39]. Product: [NH2:40][C:38]1[S:39][C:8]([C:6]2[CH:5]=[CH:4][N:3]=[C:2]([Cl:1])[N:7]=2)=[C:9]([C:11]2[CH:12]=[C:13]([NH:17][S:18]([C:21]3[C:26]([F:27])=[CH:25][CH:24]=[CH:23][C:22]=3[F:28])(=[O:20])=[O:19])[CH:14]=[CH:15][CH:16]=2)[N:37]=1. The catalyst class is: 44.